This data is from Reaction yield outcomes from USPTO patents with 853,638 reactions. The task is: Predict the reaction yield, written as a fraction of the theoretical maximum amount of product (1.0 means a 100% yield; for example, 0.34 means a 34% yield). (1) The reactants are CCCCCC[CH2:7][CH2:8][CH2:9][CH2:10][CH2:11][CH2:12][CH3:13].CO[C:16]1[CH:17]=[C:18]2[C:23](=[CH:24][CH:25]=1)[CH2:22][CH2:21][CH2:20][CH2:19]2.C1(C)C(C2C(C)=CC=CC=2)=CC=CC=1. The catalyst is C1(C)C=CC=CC=1.Cl[Ni](Cl)([P](C1C=CC=CC=1)(C1C=CC=CC=1)C1C=CC=CC=1)[P](C1C=CC=CC=1)(C1C=CC=CC=1)C1C=CC=CC=1. The product is [CH3:13][C:12]1[CH:7]=[CH:8][C:9]([C:16]2[CH:17]=[C:18]3[C:23](=[CH:24][CH:25]=2)[CH2:22][CH2:21][CH2:20][CH2:19]3)=[CH:10][CH:11]=1. The yield is 0.290. (2) The reactants are [Cl:1][C:2]1[CH:7]=[C:6](B2OC(C)(C)C(C)(C)O2)[C:5]([CH3:17])=[CH:4][C:3]=1[CH2:18][C:19]([O:21][CH3:22])=[O:20].Cl[C:24]1[CH:29]=[N:28][CH:27]=[C:26]([CH3:30])[N:25]=1.CC([O-])=O.[K+]. The catalyst is C1(C)C=CC=CC=1.C1COCC1.O.C1C=CC(P(C2C=CC=CC=2)[C-]2C=CC=C2)=CC=1.C1C=CC(P(C2C=CC=CC=2)[C-]2C=CC=C2)=CC=1.Cl[Pd]Cl.[Fe+2]. The product is [Cl:1][C:2]1[CH:7]=[C:6]([C:24]2[CH:29]=[N:28][CH:27]=[C:26]([CH3:30])[N:25]=2)[C:5]([CH3:17])=[CH:4][C:3]=1[CH2:18][C:19]([O:21][CH3:22])=[O:20]. The yield is 0.180. (3) The reactants are [CH3:1][CH:2]([S:5]([O:8][CH2:9][CH2:10][CH2:11][CH3:12])(=[O:7])=[O:6])[CH2:3][CH3:4].[CH3:13][N+:14]1[CH:18]=[CH:17][NH:16][CH:15]=1. No catalyst specified. The product is [CH3:1][CH:2]([S:5]([O-:8])(=[O:7])=[O:6])[CH2:3][CH3:4].[CH2:9]([N+:16]1[CH:17]=[CH:18][N:14]([CH3:13])[CH:15]=1)[CH2:10][CH2:11][CH3:12]. The yield is 0.800. (4) The reactants are [Cl:1][C:2]1[CH:3]=[C:4]2[C:8](=[CH:9][C:10]=1[Cl:11])[NH:7][C:6]([Si:12]([CH2:17][CH3:18])([CH2:15][CH3:16])[CH2:13][CH3:14])=[C:5]2[CH2:19][CH2:20]O.C1(P(C2C=CC=CC=2)C2C=CC=CC=2)C=CC=CC=1.[Br:41]C(Br)(Br)Br. The catalyst is C1COCC1. The product is [Br:41][CH2:20][CH2:19][C:5]1[C:4]2[C:8](=[CH:9][C:10]([Cl:11])=[C:2]([Cl:1])[CH:3]=2)[NH:7][C:6]=1[Si:12]([CH2:17][CH3:18])([CH2:15][CH3:16])[CH2:13][CH3:14]. The yield is 0.270. (5) The reactants are [C:1]([O:5][C:6]([N:8]1[C:12](=[O:13])[CH2:11][CH2:10][C@H:9]1[C:14]([O:16][CH:17]([CH3:19])[CH3:18])=[O:15])=[O:7])([CH3:4])([CH3:3])[CH3:2].[BH4-].[Na+].C(OCC)(=O)C.CCCCCC. The catalyst is CO.O. The product is [C:1]([O:5][C:6]([NH:8][C@@H:9]([CH2:10][CH2:11][CH2:12][OH:13])[C:14]([O:16][CH:17]([CH3:19])[CH3:18])=[O:15])=[O:7])([CH3:2])([CH3:3])[CH3:4]. The yield is 0.640.